Dataset: Peptide-MHC class I binding affinity with 185,985 pairs from IEDB/IMGT. Task: Regression. Given a peptide amino acid sequence and an MHC pseudo amino acid sequence, predict their binding affinity value. This is MHC class I binding data. (1) The peptide sequence is KPESRPFDLI. The MHC is HLA-B53:01 with pseudo-sequence HLA-B53:01. The binding affinity (normalized) is 0.0916. (2) The peptide sequence is TTGAEKPKF. The MHC is HLA-A30:02 with pseudo-sequence HLA-A30:02. The binding affinity (normalized) is 0.00335. (3) The peptide sequence is KIPRTKNM. The MHC is Mamu-A01 with pseudo-sequence Mamu-A01. The binding affinity (normalized) is 0.242. (4) The peptide sequence is TSPVSPIHT. The MHC is Mamu-A01 with pseudo-sequence Mamu-A01. The binding affinity (normalized) is 0.405. (5) The peptide sequence is VSQGIRQVLF. The MHC is Mamu-A01 with pseudo-sequence Mamu-A01. The binding affinity (normalized) is 0.467. (6) The peptide sequence is AVHECFVKR. The MHC is HLA-A68:01 with pseudo-sequence HLA-A68:01. The binding affinity (normalized) is 0.595. (7) The peptide sequence is SITPRTLV. The MHC is H-2-Kb with pseudo-sequence H-2-Kb. The binding affinity (normalized) is 0. (8) The peptide sequence is RYRRLIQIL. The MHC is HLA-B57:01 with pseudo-sequence HLA-B57:01. The binding affinity (normalized) is 0.0847. (9) The peptide sequence is GELLWKGEGAV. The MHC is H-2-Kk with pseudo-sequence H-2-Kk. The binding affinity (normalized) is 0.228.